Dataset: Peptide-MHC class I binding affinity with 185,985 pairs from IEDB/IMGT. Task: Regression. Given a peptide amino acid sequence and an MHC pseudo amino acid sequence, predict their binding affinity value. This is MHC class I binding data. (1) The peptide sequence is IIQKIKECFR. The MHC is Patr-A0401 with pseudo-sequence Patr-A0401. The binding affinity (normalized) is 0.316. (2) The peptide sequence is KSFKDILPK. The MHC is HLA-A33:01 with pseudo-sequence HLA-A33:01. The binding affinity (normalized) is 0.